Task: Predict the reaction yield, written as a fraction of the theoretical maximum amount of product (1.0 means a 100% yield; for example, 0.34 means a 34% yield).. Dataset: Reaction yield outcomes from USPTO patents with 853,638 reactions (1) The reactants are [Si]([O:8][CH2:9][C:10]1[CH:15]=[C:14]([CH3:16])[C:13]([O:17][C:18](=[O:29])[CH:19]([NH:21][C:22]([O:24][C:25]([CH3:28])([CH3:27])[CH3:26])=[O:23])[CH3:20])=[C:12]([CH3:30])[CH:11]=1)(C(C)(C)C)(C)C.C1COCC1.O. The catalyst is C(O)(=O)C. The product is [OH:8][CH2:9][C:10]1[CH:11]=[C:12]([CH3:30])[C:13]([O:17][C:18](=[O:29])[CH:19]([NH:21][C:22]([O:24][C:25]([CH3:27])([CH3:26])[CH3:28])=[O:23])[CH3:20])=[C:14]([CH3:16])[CH:15]=1. The yield is 0.550. (2) The reactants are [CH:1]1([N:7]=[C:8]=[O:9])[CH2:6][CH2:5][CH2:4][CH2:3][CH2:2]1.[CH2:10]([NH2:16])[CH2:11][CH2:12][CH2:13][CH2:14][CH3:15].[C:17](Cl)(=[O:22])[CH2:18][C:19](Cl)=[O:20].C(N(C(C)C)CC)(C)C.[N:33]([CH2:36][C:37]([O:39]CC)=[O:38])=[C:34]=[O:35]. The catalyst is ClCCl. The product is [CH:1]1([N:7]2[C:19]([OH:20])=[C:18]([C:34]([NH:33][CH2:36][C:37]([OH:39])=[O:38])=[O:35])[C:17](=[O:22])[N:16]([CH2:10][CH2:11][CH2:12][CH2:13][CH2:14][CH3:15])[C:8]2=[O:9])[CH2:6][CH2:5][CH2:4][CH2:3][CH2:2]1. The yield is 0.240. (3) The reactants are [Br:1][C:2]1[CH:7]=[CH:6][C:5]([C:8]2([CH3:15])[NH:12]C(=O)N[C:9]2=[O:14])=[CH:4][CH:3]=1.[OH-:16].[Na+].Cl. The catalyst is O. The product is [NH2:12][C:8]([C:5]1[CH:6]=[CH:7][C:2]([Br:1])=[CH:3][CH:4]=1)([CH3:15])[C:9]([OH:16])=[O:14]. The yield is 0.650. (4) The reactants are Br[C:2]1[C:3]([NH2:22])=[N:4][CH:5]=[C:6]([C:8]2[CH:13]=[CH:12][C:11]([O:14][Si:15]([C:18]([CH3:21])([CH3:20])[CH3:19])([CH3:17])[CH3:16])=[CH:10][CH:9]=2)[N:7]=1.[C:23]1(B(O)O)[CH:28]=[CH:27][CH:26]=[CH:25][CH:24]=1.C([O-])([O-])=O.[Na+].[Na+].O. The catalyst is C1(C)C=CC=CC=1.C(O)C.Cl[Pd](Cl)([P](C1C=CC=CC=1)(C1C=CC=CC=1)C1C=CC=CC=1)[P](C1C=CC=CC=1)(C1C=CC=CC=1)C1C=CC=CC=1. The product is [Si:15]([O:14][C:11]1[CH:12]=[CH:13][C:8]([C:6]2[N:7]=[C:2]([C:23]3[CH:28]=[CH:27][CH:26]=[CH:25][CH:24]=3)[C:3]([NH2:22])=[N:4][CH:5]=2)=[CH:9][CH:10]=1)([C:18]([CH3:21])([CH3:20])[CH3:19])([CH3:17])[CH3:16]. The yield is 0.981. (5) The reactants are [F:1][C:2]([C:5]1[CH:6]=[C:7]([CH2:11][OH:12])[CH:8]=[CH:9][CH:10]=1)([F:4])[CH3:3].C(OCC)C.C(=O)(O)[O-].[Na+].S([O-])([O-])(=O)=S.[Na+].[Na+]. The catalyst is ClCCl. The product is [F:1][C:2]([C:5]1[CH:6]=[C:7]([CH:8]=[CH:9][CH:10]=1)[CH:11]=[O:12])([F:4])[CH3:3]. The yield is 0.700. (6) The reactants are Cl[C:2]1[C:26]([CH3:27])=[CH:25][C:5]2[N:6]=[C:7]3[C:12]([N:13]([CH2:14][CH2:15][CH2:16][C:17]4[CH:22]=[CH:21][CH:20]=[CH:19][CH:18]=4)[C:4]=2[CH:3]=1)=[N:11][C:10](=[O:23])[NH:9][C:8]3=[O:24].[CH3:28][O-:29].[Na+]. The catalyst is CO. The product is [CH3:28][O:29][C:2]1[C:26]([CH3:27])=[CH:25][C:5]2[N:6]=[C:7]3[C:12]([N:13]([CH2:14][CH2:15][CH2:16][C:17]4[CH:22]=[CH:21][CH:20]=[CH:19][CH:18]=4)[C:4]=2[CH:3]=1)=[N:11][C:10](=[O:23])[NH:9][C:8]3=[O:24]. The yield is 0.770.